From a dataset of Forward reaction prediction with 1.9M reactions from USPTO patents (1976-2016). Predict the product of the given reaction. (1) Given the reactants [N:1]([C:4]1[CH:14]=[CH:13][C:7]([C:8]([NH:10][CH2:11][CH3:12])=[O:9])=[CH:6][C:5]=1[OH:15])=[N+:2]=[N-:3].O=[C:17]([CH3:23])[CH2:18][C:19]([O:21]C)=[O:20].[O-]CC.[Na+].[OH-].[Na+], predict the reaction product. The product is: [CH2:11]([NH:10][C:8]([C:7]1[CH:13]=[CH:14][C:4]([N:1]2[C:17]([CH3:23])=[C:18]([C:19]([OH:21])=[O:20])[N:3]=[N:2]2)=[C:5]([OH:15])[CH:6]=1)=[O:9])[CH3:12]. (2) The product is: [NH:37]1[C:38]2[C:39](=[C:47]([C:2]3[N:3]=[C:4]([N:13]4[CH2:18][CH2:17][O:16][CH2:15][CH2:14]4)[C:5]4[S:10][C:9]([CH2:11][NH:12][C:69](=[O:64])[CH2:68][NH:56][S:60]([CH3:59])(=[O:62])=[O:61])=[CH:8][C:6]=4[N:7]=3)[CH:46]=[CH:48][CH:40]=2)[CH:33]=[N:27]1. Given the reactants Cl[C:2]1[N:3]=[C:4]([N:13]2[CH2:18][CH2:17][O:16][CH2:15][CH2:14]2)[C:5]2[S:10][C:9]([CH2:11][NH2:12])=[CH:8][C:6]=2[N:7]=1.F[P-](F)(F)(F)(F)F.C[N+:27]([CH3:33])=C(N(C)C)O.C([N:37](CC)[CH:38]([CH3:40])[CH3:39])(C)C.C(NCC(O)=O)(O[C:46](C)([CH3:48])[CH3:47])=O.Cl.[NH2:56]O.Cl.[CH3:59][S:60](Cl)(=[O:62])=[O:61].[O:64]1[CH2:69][CH2:68]OCC1, predict the reaction product.